Regression. Given two drug SMILES strings and cell line genomic features, predict the synergy score measuring deviation from expected non-interaction effect. From a dataset of NCI-60 drug combinations with 297,098 pairs across 59 cell lines. (1) Cell line: SNB-75. Drug 2: C1=NC2=C(N1)C(=S)N=CN2. Synergy scores: CSS=13.2, Synergy_ZIP=-10.8, Synergy_Bliss=-15.4, Synergy_Loewe=-16.0, Synergy_HSA=-12.0. Drug 1: COC1=CC(=CC(=C1O)OC)C2C3C(COC3=O)C(C4=CC5=C(C=C24)OCO5)OC6C(C(C7C(O6)COC(O7)C8=CC=CS8)O)O. (2) Drug 1: CC(CN1CC(=O)NC(=O)C1)N2CC(=O)NC(=O)C2. Drug 2: CC=C1C(=O)NC(C(=O)OC2CC(=O)NC(C(=O)NC(CSSCCC=C2)C(=O)N1)C(C)C)C(C)C. Cell line: A498. Synergy scores: CSS=43.4, Synergy_ZIP=-5.05, Synergy_Bliss=-1.94, Synergy_Loewe=-0.583, Synergy_HSA=1.38.